The task is: Predict the product of the given reaction.. This data is from Forward reaction prediction with 1.9M reactions from USPTO patents (1976-2016). (1) Given the reactants [F:1][C:2]1[CH:28]=[CH:27][C:5]([CH2:6][N:7]2[C:11]3=[CH:12][N:13]=[C:14]([C:16]([OH:18])=O)[CH:15]=[C:10]3[C:9]([CH2:19][O:20][CH:21]3[CH2:26][CH2:25][O:24][CH2:23][CH2:22]3)=[CH:8]2)=[CH:4][CH:3]=1.ClC1N=C(OC)N=C(OC)N=1.CN1CCOCC1.Cl.[CH3:48][NH:49][OH:50], predict the reaction product. The product is: [F:1][C:2]1[CH:28]=[CH:27][C:5]([CH2:6][N:7]2[C:11]3=[CH:12][N:13]=[C:14]([C:16]([N:49]([OH:50])[CH3:48])=[O:18])[CH:15]=[C:10]3[C:9]([CH2:19][O:20][CH:21]3[CH2:26][CH2:25][O:24][CH2:23][CH2:22]3)=[CH:8]2)=[CH:4][CH:3]=1. (2) Given the reactants Br[C:2]1[CH:7]=[CH:6][N:5]=[C:4]2[N:8]([CH2:11][C:12]3[CH:17]=[CH:16][C:15]([O:18][CH3:19])=[CH:14][CH:13]=3)[CH:9]=[CH:10][C:3]=12.[NH2:20][CH:21]1[CH2:26][CH2:25][CH2:24][N:23]([C:27]([O:29][C:30]([CH3:33])([CH3:32])[CH3:31])=[O:28])[CH2:22]1, predict the reaction product. The product is: [CH3:19][O:18][C:15]1[CH:16]=[CH:17][C:12]([CH2:11][N:8]2[C:4]3=[N:5][CH:6]=[CH:7][C:2]([NH:20][CH:21]4[CH2:26][CH2:25][CH2:24][N:23]([C:27]([O:29][C:30]([CH3:33])([CH3:32])[CH3:31])=[O:28])[CH2:22]4)=[C:3]3[CH:10]=[CH:9]2)=[CH:13][CH:14]=1.